This data is from Catalyst prediction with 721,799 reactions and 888 catalyst types from USPTO. The task is: Predict which catalyst facilitates the given reaction. (1) Reactant: [OH-].[K+].[CH3:3][C:4]1[S:8][C:7]([NH:9][C:10](=O)[CH2:11][CH2:12][C:13]([F:16])([F:15])[F:14])=[C:6]([C:18]([NH2:20])=[O:19])[CH:5]=1. Product: [OH:19][C:18]1[C:6]2[CH:5]=[C:4]([CH3:3])[S:8][C:7]=2[N:9]=[C:10]([CH2:11][CH2:12][C:13]([F:16])([F:15])[F:14])[N:20]=1. The catalyst class is: 8. (2) Reactant: [F:1][C:2]1[CH:3]=[C:4]([CH:10]([CH2:23][CH:24]2[CH2:29][CH2:28][O:27][CH2:26][CH2:25]2)[C:11](=O)[CH2:12][CH2:13][C:14]([C:16]2[CH:21]=[N:20][CH:19]=[CH:18][N:17]=2)=O)[CH:5]=[CH:6][C:7]=1[S:8][CH3:9].C([O-])(=O)C.[NH4+:34].C(=O)([O-])O.[Na+]. Product: [F:1][C:2]1[CH:3]=[C:4]([CH:10]([C:11]2[NH:34][C:14]([C:16]3[CH:21]=[N:20][CH:19]=[CH:18][N:17]=3)=[CH:13][CH:12]=2)[CH2:23][CH:24]2[CH2:29][CH2:28][O:27][CH2:26][CH2:25]2)[CH:5]=[CH:6][C:7]=1[S:8][CH3:9]. The catalyst class is: 342. (3) Reactant: CC(C)(C)C([O:5][C:6]1[C:11](=[O:12])[N:10]([CH3:13])[C:9]([C:14]([O:16][CH2:17][CH3:18])=[O:15])=[N:8][C:7]=1[C:19]([O:21]C)=O)=O.[F:25][C:26]1[CH:33]=[CH:32][C:29]([CH2:30][NH2:31])=[CH:28][CH:27]=1.CCOC(C)=O. Product: [F:25][C:26]1[CH:33]=[CH:32][C:29]([CH2:30][NH:31][C:19]([C:7]2[N:8]=[C:9]([C:14]([O:16][CH2:17][CH3:18])=[O:15])[N:10]([CH3:13])[C:11](=[O:12])[C:6]=2[OH:5])=[O:21])=[CH:28][CH:27]=1. The catalyst class is: 3. (4) Reactant: Cl.[CH3:2][O:3][C:4]1[C:12]([O:13][CH2:14][C:15]2[S:16][C:17]([C:26]([F:29])([F:28])[F:27])=[C:18]([C:20]3[CH:25]=[CH:24][CH:23]=[CH:22][CH:21]=3)[CH:19]=2)=[CH:11][CH:10]=[C:9]2[C:5]=1[CH2:6][CH2:7][NH:8]2.[C:30]([O:34][C:35]([N:37]([CH2:47][C:48](O)=[O:49])[CH2:38][CH2:39][C:40]([O:42][C:43]([CH3:46])([CH3:45])[CH3:44])=[O:41])=[O:36])([CH3:33])([CH3:32])[CH3:31].CCN=C=NCCCN(C)C.Cl.C1C=CC2N(O)N=NC=2C=1. Product: [C:43]([O:42][C:40](=[O:41])[CH2:39][CH2:38][N:37]([C:35]([O:34][C:30]([CH3:33])([CH3:32])[CH3:31])=[O:36])[CH2:47][C:48]([N:8]1[C:9]2[C:5](=[C:4]([O:3][CH3:2])[C:12]([O:13][CH2:14][C:15]3[S:16][C:17]([C:26]([F:27])([F:29])[F:28])=[C:18]([C:20]4[CH:25]=[CH:24][CH:23]=[CH:22][CH:21]=4)[CH:19]=3)=[CH:11][CH:10]=2)[CH2:6][CH2:7]1)=[O:49])([CH3:45])([CH3:46])[CH3:44]. The catalyst class is: 4.